From a dataset of Catalyst prediction with 721,799 reactions and 888 catalyst types from USPTO. Predict which catalyst facilitates the given reaction. (1) Reactant: [NH2:1][CH2:2][C@H:3]([OH:15])[CH2:4][N:5]1[CH2:14][CH2:13][C:12]2[C:7](=[CH:8][CH:9]=[CH:10][CH:11]=2)[CH2:6]1.CCN(CC)CC.[Cl:23][C:24]1[N:29]=[CH:28][N:27]=[C:26]([C:30](Cl)=[O:31])[CH:25]=1. Product: [Cl:23][C:24]1[N:29]=[CH:28][N:27]=[C:26]([C:30]([NH:1][CH2:2][C@H:3]([OH:15])[CH2:4][N:5]2[CH2:14][CH2:13][C:12]3[C:7](=[CH:8][CH:9]=[CH:10][CH:11]=3)[CH2:6]2)=[O:31])[CH:25]=1. The catalyst class is: 2. (2) Reactant: [N:1]1([CH2:6][C:7]2[CH:23]=[CH:22][C:10]([CH2:11][N:12]3[CH:20]=[C:19]4[C:14]([N:15]=[CH:16][N:17]=[C:18]4Cl)=[N:13]3)=[CH:9][CH:8]=2)[CH:5]=[CH:4][CH:3]=[N:2]1.[CH3:24][O:25][C:26]1[N:31]=[C:30]([CH3:32])[C:29]([CH2:33][NH2:34])=[C:28]([CH3:35])[CH:27]=1.CCN(C(C)C)C(C)C. Product: [N:1]1([CH2:6][C:7]2[CH:23]=[CH:22][C:10]([CH2:11][N:12]3[CH:20]=[C:19]4[C:14]([N:15]=[CH:16][N:17]=[C:18]4[NH:34][CH2:33][C:29]4[C:30]([CH3:32])=[N:31][C:26]([O:25][CH3:24])=[CH:27][C:28]=4[CH3:35])=[N:13]3)=[CH:9][CH:8]=2)[CH:5]=[CH:4][CH:3]=[N:2]1. The catalyst class is: 9. (3) Reactant: [Cl:1][C:2]1[N:3]=[C:4]([N:19]2[CH2:24][CH2:23][O:22][CH2:21][CH2:20]2)[C:5]2[S:10][C:9]([C:11]3[CH:12]=[C:13]([OH:17])[CH:14]=[CH:15][CH:16]=3)=[C:8]([CH3:18])[C:6]=2[N:7]=1.C(=O)([O-])[O-].[Cs+].[Cs+].Cl.Cl[CH2:33][CH2:34][N:35]1[CH2:40][CH2:39][O:38][CH2:37][CH2:36]1. Product: [Cl:1][C:2]1[N:3]=[C:4]([N:19]2[CH2:20][CH2:21][O:22][CH2:23][CH2:24]2)[C:5]2[S:10][C:9]([C:11]3[CH:16]=[CH:15][CH:14]=[C:13]([O:17][CH2:33][CH2:34][N:35]4[CH2:40][CH2:39][O:38][CH2:37][CH2:36]4)[CH:12]=3)=[C:8]([CH3:18])[C:6]=2[N:7]=1. The catalyst class is: 39.